From a dataset of NCI-60 drug combinations with 297,098 pairs across 59 cell lines. Regression. Given two drug SMILES strings and cell line genomic features, predict the synergy score measuring deviation from expected non-interaction effect. (1) Drug 1: CN(C)C1=NC(=NC(=N1)N(C)C)N(C)C. Drug 2: CCC1(C2=C(COC1=O)C(=O)N3CC4=CC5=C(C=CC(=C5CN(C)C)O)N=C4C3=C2)O.Cl. Cell line: 786-0. Synergy scores: CSS=13.3, Synergy_ZIP=-0.677, Synergy_Bliss=-2.82, Synergy_Loewe=-44.8, Synergy_HSA=-4.99. (2) Drug 1: CC(C)NC(=O)C1=CC=C(C=C1)CNNC.Cl. Drug 2: COCCOC1=C(C=C2C(=C1)C(=NC=N2)NC3=CC=CC(=C3)C#C)OCCOC.Cl. Cell line: OVCAR-8. Synergy scores: CSS=2.39, Synergy_ZIP=2.59, Synergy_Bliss=-2.35, Synergy_Loewe=-0.294, Synergy_HSA=-0.530. (3) Drug 1: CN(CC1=CN=C2C(=N1)C(=NC(=N2)N)N)C3=CC=C(C=C3)C(=O)NC(CCC(=O)O)C(=O)O. Drug 2: CCC1=C2N=C(C=C(N2N=C1)NCC3=C[N+](=CC=C3)[O-])N4CCCCC4CCO. Cell line: SW-620. Synergy scores: CSS=85.3, Synergy_ZIP=1.69, Synergy_Bliss=0.914, Synergy_Loewe=-1.95, Synergy_HSA=2.48. (4) Drug 1: C1=CC(=CC=C1CCC2=CNC3=C2C(=O)NC(=N3)N)C(=O)NC(CCC(=O)O)C(=O)O. Drug 2: CC12CCC3C(C1CCC2OP(=O)(O)O)CCC4=C3C=CC(=C4)OC(=O)N(CCCl)CCCl.[Na+]. Cell line: SNB-19. Synergy scores: CSS=27.3, Synergy_ZIP=-8.38, Synergy_Bliss=-2.16, Synergy_Loewe=-24.4, Synergy_HSA=-1.18. (5) Drug 1: CC1C(C(CC(O1)OC2CC(CC3=C2C(=C4C(=C3O)C(=O)C5=C(C4=O)C(=CC=C5)OC)O)(C(=O)C)O)N)O.Cl. Drug 2: C(CN)CNCCSP(=O)(O)O. Cell line: UO-31. Synergy scores: CSS=7.92, Synergy_ZIP=-2.03, Synergy_Bliss=-0.714, Synergy_Loewe=-11.8, Synergy_HSA=-0.0942.